This data is from Reaction yield outcomes from USPTO patents with 853,638 reactions. The task is: Predict the reaction yield, written as a fraction of the theoretical maximum amount of product (1.0 means a 100% yield; for example, 0.34 means a 34% yield). (1) The catalyst is O.CO.C(Cl)Cl. The product is [CH3:1][CH2:2][C:3]1[C:4]2[N:27]=[C:24]([CH:23]=[C:22]3[C:21]([CH:29]=[CH2:30])=[C:20]([CH3:31])[C:19](=[CH:18][C:16]4[C@@H:15]([CH3:32])[C@H:14]([CH2:33][CH2:34][C:35]([OH:37])=[O:36])[C:13](=[C:12]([CH2:11][C:41]([OH:43])=[O:42])[C:39]5[NH:40][C:6]([CH:5]=2)=[C:7]([CH3:45])[C:8]=5[C:9]([OH:48])=[O:10])[N:17]=4)[NH:28]3)[C:25]=1[CH3:26]. The yield is 0.750. The reactants are [CH3:1][CH2:2][C:3]1[C:25]([CH3:26])=[C:24]2[NH:27][C:4]=1[CH:5]=[C:6]1[N:40]=[C:39]3[C:8]([C:9]([CH:11]([C:41]([O:43]C)=[O:42])[C:12]3=[C:13]3[N:17]=[C:16]([CH:18]=[C:19]4[NH:28][C:22](=[CH:23]2)[C:21]([CH:29]=[CH2:30])=[C:20]4[CH3:31])[CH:15]([CH3:32])[CH:14]3[CH2:33][CH2:34][C:35]([O:37]C)=[O:36])=[O:10])=[C:7]1[CH3:45].CC(C)=[O:48].[OH-].[K+].Cl. (2) The reactants are [CH2:1]([C:3]1[CH:7]=[C:6]([NH:8][C:9](=[O:17])OC2C=CC=CC=2)[N:5]([C:18]2[CH:23]=[CH:22][CH:21]=[CH:20][CH:19]=2)[N:4]=1)[CH3:2].[CH3:24][O:25][C:26]1[CH:27]=[C:28]2[C:33](=[CH:34][C:35]=1[O:36][CH3:37])[N:32]=[CH:31][N:30]=[C:29]2[S:38][C:39]1[CH:40]=[C:41]([CH:43]=[CH:44][CH:45]=1)[NH2:42]. The catalyst is CS(C)=O.C(OCC)(=O)C. The product is [CH3:24][O:25][C:26]1[CH:27]=[C:28]2[C:33](=[CH:34][C:35]=1[O:36][CH3:37])[N:32]=[CH:31][N:30]=[C:29]2[S:38][C:39]1[CH:40]=[C:41]([NH:42][C:9]([NH:8][C:6]2[N:5]([C:18]3[CH:19]=[CH:20][CH:21]=[CH:22][CH:23]=3)[N:4]=[C:3]([CH2:1][CH3:2])[CH:7]=2)=[O:17])[CH:43]=[CH:44][CH:45]=1. The yield is 0.350. (3) The reactants are [OH:1][CH2:2][CH2:3][N:4]1[CH2:9][CH2:8][N:7]([C:10]2[N:11]([C:21]3[CH:26]=[CH:25][CH:24]=[CH:23][CH:22]=3)[C:12]3[C:17]([C:18]=2[CH:19]=[O:20])=[CH:16][CH:15]=[CH:14][CH:13]=3)[CH2:6][CH2:5]1.[ClH:27]. The catalyst is CO. The product is [ClH:27].[OH:1][CH2:2][CH2:3][N:4]1[CH2:5][CH2:6][N:7]([C:10]2[N:11]([C:21]3[CH:26]=[CH:25][CH:24]=[CH:23][CH:22]=3)[C:12]3[C:17]([C:18]=2[CH:19]=[O:20])=[CH:16][CH:15]=[CH:14][CH:13]=3)[CH2:8][CH2:9]1. The yield is 0.850.